This data is from NCI-60 drug combinations with 297,098 pairs across 59 cell lines. The task is: Regression. Given two drug SMILES strings and cell line genomic features, predict the synergy score measuring deviation from expected non-interaction effect. Drug 1: C1=NC2=C(N1)C(=S)N=CN2. Drug 2: CC1CCC2CC(C(=CC=CC=CC(CC(C(=O)C(C(C(=CC(C(=O)CC(OC(=O)C3CCCCN3C(=O)C(=O)C1(O2)O)C(C)CC4CCC(C(C4)OC)O)C)C)O)OC)C)C)C)OC. Cell line: OVCAR-5. Synergy scores: CSS=16.4, Synergy_ZIP=-5.45, Synergy_Bliss=1.81, Synergy_Loewe=-1.55, Synergy_HSA=0.104.